Predict which catalyst facilitates the given reaction. From a dataset of Catalyst prediction with 721,799 reactions and 888 catalyst types from USPTO. Reactant: C([SiH](CC)CC)C.FC(F)(F)C(O)=O.O[CH:16]([C:27]1[C:28]([C:38]2[CH:42]=[CH:41][S:40][CH:39]=2)=[N:29][N:30]2[CH:35]=[C:34]([O:36][CH3:37])[CH:33]=[CH:32][C:31]=12)[C:17]1[N:22]=[C:21]([C:23]([O:25][CH3:26])=[O:24])[CH:20]=[CH:19][CH:18]=1.C(=O)(O)[O-].[Na+]. Product: [CH3:37][O:36][C:34]1[CH:33]=[CH:32][C:31]2[N:30]([N:29]=[C:28]([C:38]3[CH:42]=[CH:41][S:40][CH:39]=3)[C:27]=2[CH2:16][C:17]2[N:22]=[C:21]([C:23]([O:25][CH3:26])=[O:24])[CH:20]=[CH:19][CH:18]=2)[CH:35]=1. The catalyst class is: 4.